Dataset: Full USPTO retrosynthesis dataset with 1.9M reactions from patents (1976-2016). Task: Predict the reactants needed to synthesize the given product. Given the product [IH:35].[C:24]([CH2:23][O:22][CH2:21][CH2:20][N:19]1[C:18]2[CH:26]=[CH:27][CH:28]=[CH:29][C:17]=2[N:16]=[C:15]1[N:11]1[CH2:12][CH2:13][CH2:14][NH:8][CH2:9][CH2:10]1)#[N:25], predict the reactants needed to synthesize it. The reactants are: C(OC([N:8]1[CH2:14][CH2:13][CH2:12][N:11]([C:15]2[N:19]([CH2:20][CH2:21][O:22][CH2:23][C:24]#[N:25])[C:18]3[CH:26]=[CH:27][CH:28]=[CH:29][C:17]=3[N:16]=2)[CH2:10][CH2:9]1)=O)(C)(C)C.ClCCl.CO.[IH:35].